Dataset: Tyrosyl-DNA phosphodiesterase HTS with 341,365 compounds. Task: Binary Classification. Given a drug SMILES string, predict its activity (active/inactive) in a high-throughput screening assay against a specified biological target. (1) The molecule is Oc1c(N)cc(c2ccccc2)cc1. The result is 0 (inactive). (2) The drug is FC(F)c1n2ncc(c2nc(c1)C)C(=O)Nc1ccc(CC)cc1. The result is 0 (inactive). (3) The compound is S(=O)(=O)(Cc1oc(C(=O)NCCCN2CCCC2=O)cc1)c1ccc(cc1)C. The result is 0 (inactive). (4) The drug is o1c(CN2C(=O)/C(=C\c3n(ccc3)C)C(=O)NC2=O)ccc1. The result is 1 (active).